This data is from HIV replication inhibition screening data with 41,000+ compounds from the AIDS Antiviral Screen. The task is: Binary Classification. Given a drug SMILES string, predict its activity (active/inactive) in a high-throughput screening assay against a specified biological target. (1) The molecule is C=C1C(=O)OC2C=CCCCC12. The result is 0 (inactive). (2) The molecule is O=C(O)C(=C(c1ccccc1)c1ccc(Cl)cc1)c1ccccc1. The result is 0 (inactive). (3) The drug is NC(=S)NN=C1C(=O)C=C(Nc2ccc(Cl)cc2Cl)c2ccccc21. The result is 1 (active). (4) The molecule is CC1(C)COC(c2ccccc2Cl)N1. The result is 0 (inactive). (5) The result is 0 (inactive). The molecule is S=C1N(c2ccc(Cl)cc2)C2=C(N=Nc3ccc(Br)cc3)C(=Nc3ccccc3N2)N1c1ccccn1. (6) The compound is OCC1CC(c2nnn[nH]2)C(O)C1O. The result is 0 (inactive). (7) The molecule is O=C(O)CCSC(=O)Nc1ccccc1. The result is 0 (inactive). (8) The drug is COc1ccc2c(c1OC)C(=O)c1cc(C(C)O)oc1C2=O. The result is 0 (inactive).